From a dataset of Reaction yield outcomes from USPTO patents with 853,638 reactions. Predict the reaction yield, written as a fraction of the theoretical maximum amount of product (1.0 means a 100% yield; for example, 0.34 means a 34% yield). (1) The reactants are CS(C)=O.CCN(C(C)C)C(C)C.[CH2:14]([O:21][C:22]([N:24]([CH2:26][CH2:27][OH:28])[CH3:25])=[O:23])[C:15]1[CH:20]=[CH:19][CH:18]=[CH:17][CH:16]=1. The catalyst is ClCCl. The product is [CH2:14]([O:21][C:22]([N:24]([CH2:26][CH:27]=[O:28])[CH3:25])=[O:23])[C:15]1[CH:20]=[CH:19][CH:18]=[CH:17][CH:16]=1. The yield is 1.00. (2) The reactants are [Cl:1][C:2]1[CH:3]=[CH:4][C:5]([CH2:23][O:24][C:25]2[CH:30]=[CH:29][CH:28]=[CH:27][C:26]=2[Cl:31])=[C:6]([CH:22]=1)[C:7]([NH:9][C@H:10]([C:12]1[CH:21]=[CH:20][C:15]([C:16]([O:18]C)=[O:17])=[CH:14][CH:13]=1)[CH3:11])=[O:8].[OH-].[Na+]. The catalyst is CO. The product is [Cl:1][C:2]1[CH:3]=[CH:4][C:5]([CH2:23][O:24][C:25]2[CH:30]=[CH:29][CH:28]=[CH:27][C:26]=2[Cl:31])=[C:6]([CH:22]=1)[C:7]([NH:9][C@H:10]([C:12]1[CH:13]=[CH:14][C:15]([C:16]([OH:18])=[O:17])=[CH:20][CH:21]=1)[CH3:11])=[O:8]. The yield is 0.640. (3) The reactants are [C:1]([O:5][C:6](=[O:32])[C@@H:7]([NH:9][C:10]1[CH:31]=[CH:30][C:13]2[C:14]3[N:18]([CH2:19][CH2:20][O:21][C:12]=2[CH:11]=1)[CH:17]=[C:16]([C:22]1[N:23]([CH:27]([CH3:29])[CH3:28])[N:24]=[CH:25][N:26]=1)[N:15]=3)[CH3:8])([CH3:4])([CH3:3])[CH3:2].C=O.[C:35](O[BH-](OC(=O)C)OC(=O)C)(=O)C.[Na+]. The catalyst is ClCCCl. The product is [C:1]([O:5][C:6](=[O:32])[C@@H:7]([N:9]([C:10]1[CH:31]=[CH:30][C:13]2[C:14]3[N:18]([CH2:19][CH2:20][O:21][C:12]=2[CH:11]=1)[CH:17]=[C:16]([C:22]1[N:23]([CH:27]([CH3:28])[CH3:29])[N:24]=[CH:25][N:26]=1)[N:15]=3)[CH3:35])[CH3:8])([CH3:3])([CH3:2])[CH3:4]. The yield is 0.970. (4) The reactants are [CH2:1]([O:8][C:9]1[CH:13]=[CH:12][S:11][C:10]=1[C:14]([O:16]C)=[O:15])[C:2]1[CH:7]=[CH:6][CH:5]=[CH:4][CH:3]=1.[OH-].[Na+]. The catalyst is CO.C1COCC1. The product is [CH2:1]([O:8][C:9]1[CH:13]=[CH:12][S:11][C:10]=1[C:14]([OH:16])=[O:15])[C:2]1[CH:7]=[CH:6][CH:5]=[CH:4][CH:3]=1. The yield is 0.910. (5) The reactants are [NH2:1][C:2]1[N:7]([CH3:8])[C:6](=[O:9])[CH:5]=[C:4]([CH2:10][CH2:11][C:12]2[CH:13]=[C:14]([C:18]3[CH:23]=[CH:22][C:21]([OH:24])=[CH:20][CH:19]=3)[CH:15]=[CH:16][CH:17]=2)[N:3]=1.C([O-])([O-])=O.[K+].[K+].Br[CH2:32][CH2:33][O:34][C:35](=[O:37])[CH3:36]. The yield is 0.340. The product is [C:35]([O:34][CH2:33][CH2:32][O:24][C:21]1[CH:20]=[CH:19][C:18]([C:14]2[CH:15]=[CH:16][CH:17]=[C:12]([CH2:11][CH2:10][C:4]3[N:3]=[C:2]([NH2:1])[N:7]([CH3:8])[C:6](=[O:9])[CH:5]=3)[CH:13]=2)=[CH:23][CH:22]=1)(=[O:37])[CH3:36]. The catalyst is CN(C=O)C. (6) The reactants are [Br:1][CH2:2][C:3]([CH3:8])([CH3:7])[C:4](O)=[O:5].C(Cl)(=O)C(Cl)=O.Cl.Cl.[CH3:17][C:18]1[CH:23]=[CH:22][C:21]([N:24]2[CH2:29][CH2:28][NH:27][CH2:26][CH2:25]2)=[CH:20][CH:19]=1.CCN(C(C)C)C(C)C. The catalyst is C(Cl)Cl. The product is [Br:1][CH:26]1[NH:27][CH2:28][CH2:29][N:24]([C:21]2[CH:20]=[CH:19][C:18]([CH3:17])=[CH:23][CH:22]=2)[CH2:25]1.[CH3:2][C:3]([CH3:8])([CH3:7])[CH:4]=[O:5]. The yield is 0.520. (7) The reactants are [NH:1]([C:8]1[N:9]([C:21]2[CH:26]=[CH:25][CH:24]=[CH:23][CH:22]=2)[C:10]2[C:15]([C:16](=[O:18])[CH:17]=1)=[CH:14][C:13]([F:19])=[C:12](Cl)[N:11]=2)[C:2]1[CH:7]=[CH:6][CH:5]=[CH:4][CH:3]=1.[Cl-].C[Zn+].[CH2:30](N(CC(O)=O)CC(O)=O)CN(CC(O)=O)CC(O)=O. The catalyst is C1COCC1.O.C1C=CC([P]([Pd]([P](C2C=CC=CC=2)(C2C=CC=CC=2)C2C=CC=CC=2)([P](C2C=CC=CC=2)(C2C=CC=CC=2)C2C=CC=CC=2)[P](C2C=CC=CC=2)(C2C=CC=CC=2)C2C=CC=CC=2)(C2C=CC=CC=2)C2C=CC=CC=2)=CC=1. The product is [NH:1]([C:8]1[N:9]([C:21]2[CH:26]=[CH:25][CH:24]=[CH:23][CH:22]=2)[C:10]2[C:15]([C:16](=[O:18])[CH:17]=1)=[CH:14][C:13]([F:19])=[C:12]([CH3:30])[N:11]=2)[C:2]1[CH:7]=[CH:6][CH:5]=[CH:4][CH:3]=1. The yield is 0.890. (8) The yield is 0.420. The catalyst is ClCCl. The reactants are C[O:2][C:3]1[CH:8]=[CH:7][C:6]([CH2:9][CH2:10][CH2:11][CH2:12][OH:13])=[CH:5][CH:4]=1.B(Br)(Br)Br. The product is [OH:2][C:3]1[CH:4]=[CH:5][C:6]([CH2:9][CH2:10][CH2:11][CH2:12][OH:13])=[CH:7][CH:8]=1. (9) The reactants are C([O:5][C:6]([C:8]1[NH:9][C:10]([CH3:19])=[C:11]([C:14]([O:16][CH2:17][CH3:18])=[O:15])[C:12]=1[CH3:13])=O)(C)(C)C.C(OCC)(OCC)OCC. The catalyst is FC(F)(F)C(O)=O. The product is [CH3:19][C:10]1[NH:9][C:8]([CH:6]=[O:5])=[C:12]([CH3:13])[C:11]=1[C:14]([O:16][CH2:17][CH3:18])=[O:15]. The yield is 0.640.